Dataset: Peptide-MHC class I binding affinity with 185,985 pairs from IEDB/IMGT. Task: Regression. Given a peptide amino acid sequence and an MHC pseudo amino acid sequence, predict their binding affinity value. This is MHC class I binding data. (1) The peptide sequence is IQTHCEVGY. The MHC is HLA-A31:01 with pseudo-sequence HLA-A31:01. The binding affinity (normalized) is 0.0847. (2) The peptide sequence is YQRALHTSI. The MHC is HLA-B48:01 with pseudo-sequence HLA-B48:01. The binding affinity (normalized) is 0.623. (3) The peptide sequence is VPVLEKKVCA. The MHC is HLA-B51:01 with pseudo-sequence HLA-B51:01. The binding affinity (normalized) is 0.0501. (4) The peptide sequence is YVFPVIFSR. The MHC is HLA-B07:02 with pseudo-sequence HLA-B07:02. The binding affinity (normalized) is 0. (5) The MHC is HLA-A29:02 with pseudo-sequence HLA-A29:02. The binding affinity (normalized) is 0.332. The peptide sequence is SWLMWFIISI.